Dataset: Catalyst prediction with 721,799 reactions and 888 catalyst types from USPTO. Task: Predict which catalyst facilitates the given reaction. (1) Reactant: [CH:1]([C:4]1[CH:5]=[C:6](B2OC(C)(C)C(C)(C)O2)[CH:7]=[C:8]([CH:10]([CH3:12])[CH3:11])[CH:9]=1)([CH3:3])[CH3:2].I[C:23]1[C:27]([CH2:28][N:29]([CH3:41])[CH2:30][CH2:31][N:32]([CH3:40])[C:33](=[O:39])[O:34][C:35]([CH3:38])([CH3:37])[CH3:36])=[CH:26][N:25]([CH:42]2[CH2:47][CH2:46][CH2:45][CH2:44][O:43]2)[N:24]=1.[O-]P([O-])([O-])=O.[K+].[K+].[K+]. Product: [CH3:12][CH:10]([C:8]1[CH:7]=[C:6]([C:23]2[C:27]([CH2:28][N:29]([CH3:41])[CH2:30][CH2:31][N:32]([CH3:40])[C:33](=[O:39])[O:34][C:35]([CH3:38])([CH3:37])[CH3:36])=[CH:26][N:25]([CH:42]3[CH2:47][CH2:46][CH2:45][CH2:44][O:43]3)[N:24]=2)[CH:5]=[C:4]([CH:1]([CH3:2])[CH3:3])[CH:9]=1)[CH3:11]. The catalyst class is: 57. (2) Reactant: Br[CH2:2][C:3]1[CH:8]=[CH:7][C:6]([C:9](=[O:11])[CH3:10])=[CH:5][C:4]=1[Cl:12].[O:13]=[C:14]1[C:22]2[C:17](=[CH:18][CH:19]=[CH:20][CH:21]=2)[C:16](=[O:23])[N:15]1[K]. The catalyst class is: 35. Product: [C:9]([C:6]1[CH:7]=[CH:8][C:3]([CH2:2][N:15]2[C:16](=[O:23])[C:17]3[C:22](=[CH:21][CH:20]=[CH:19][CH:18]=3)[C:14]2=[O:13])=[C:4]([Cl:12])[CH:5]=1)(=[O:11])[CH3:10]. (3) Reactant: Br.[NH2:2][C:3]1[C:4]([O:17]C)=[C:5]([C:9]2[CH:10]=[C:11]([C:14]([OH:16])=[O:15])[S:12][CH:13]=2)[CH:6]=[CH:7][CH:8]=1.B(Br)(Br)[Br:20].CO. Product: [BrH:20].[NH2:2][C:3]1[C:4]([OH:17])=[C:5]([C:9]2[CH:10]=[C:11]([C:14]([OH:16])=[O:15])[S:12][CH:13]=2)[CH:6]=[CH:7][CH:8]=1. The catalyst class is: 4. (4) Reactant: [F:1][C:2]1[CH:7]=[CH:6][C:5]([C:8]([F:11])([F:10])[F:9])=[CH:4][CH:3]=1.CC(O)C.C(=O)=O.C([Li])CCC.[C:24]([O:28][C:29]([N:31]1[CH2:36][CH2:35][CH:34]([C:37](=[O:42])N(OC)C)[CH2:33][CH2:32]1)=[O:30])([CH3:27])([CH3:26])[CH3:25]. Product: [C:24]([O:28][C:29]([N:31]1[CH2:36][CH2:35][CH:34]([C:37](=[O:42])[C:7]2[CH:6]=[C:5]([C:8]([F:9])([F:10])[F:11])[CH:4]=[CH:3][C:2]=2[F:1])[CH2:33][CH2:32]1)=[O:30])([CH3:27])([CH3:26])[CH3:25]. The catalyst class is: 134. (5) Reactant: C(=O)([O-])[O-].[K+].[K+].[C:7]([C:9]1[CH:10]=[C:11]([CH:35]([CH3:37])[CH3:36])[C:12]2[O:16][C:15]([C:17]3[CH:33]=[CH:32][C:20]([C:21]([NH:23][CH2:24][C@H:25]4[O:31][CH2:30][CH2:29][NH:28][CH2:27][CH2:26]4)=[O:22])=[CH:19][CH:18]=3)=[N:14][C:13]=2[CH:34]=1)#[N:8].Cl[C:39]1[N:44]=[C:43]([C:45]([F:48])([F:47])[F:46])[CH:42]=[CH:41][N:40]=1. Product: [C:7]([C:9]1[CH:10]=[C:11]([CH:35]([CH3:37])[CH3:36])[C:12]2[O:16][C:15]([C:17]3[CH:33]=[CH:32][C:20]([C:21]([NH:23][CH2:24][C@H:25]4[O:31][CH2:30][CH2:29][N:28]([C:39]5[N:44]=[C:43]([C:45]([F:48])([F:47])[F:46])[CH:42]=[CH:41][N:40]=5)[CH2:27][CH2:26]4)=[O:22])=[CH:19][CH:18]=3)=[N:14][C:13]=2[CH:34]=1)#[N:8]. The catalyst class is: 5. (6) Product: [Cl:1][C:2]1[CH:7]=[CH:6][C:5]([CH:8]([C:29]2[CH:38]=[CH:37][C:36]3[C:31](=[CH:32][CH:33]=[C:34]([O:39][CH3:40])[CH:35]=3)[CH:30]=2)[C@@H:9]([C:13]2[CH:14]=[CH:15][C:16]([C:17]([NH:19][CH2:20][CH2:21][C:22]([OH:24])=[O:23])=[O:18])=[CH:27][CH:28]=2)[CH2:10][CH2:11][CH3:12])=[CH:4][CH:3]=1. The catalyst class is: 511. Reactant: [Cl:1][C:2]1[CH:7]=[CH:6][C:5]([CH:8]([C:29]2[CH:38]=[CH:37][C:36]3[C:31](=[CH:32][CH:33]=[C:34]([O:39][CH3:40])[CH:35]=3)[CH:30]=2)[C@@H:9]([C:13]2[CH:28]=[CH:27][C:16]([C:17]([NH:19][CH2:20][CH2:21][C:22]([O:24]CC)=[O:23])=[O:18])=[CH:15][CH:14]=2)[CH2:10][CH2:11][CH3:12])=[CH:4][CH:3]=1.[Li+].[OH-].Cl. (7) Reactant: [CH3:1][O:2][C:3]1[C:8]2=[CH:9][CH:10]=[C:11]3[C:20]([N:19]=[C:18]4[C:13]([CH:14]=[CH:15][CH:16]=[C:17]4[C:21]([OH:23])=O)=[N:12]3)=[C:7]2[CH:6]=[CH:5][CH:4]=1.Cl.[NH2:25][C@@H:26]([CH2:30][N:31]([CH2:34]C)[CH2:32]C)[C@@H:27]([OH:29])[CH3:28]. Product: [CH3:32][N:31]([CH2:30][C@H:26]([NH:25][C:21]([C:17]1[C:18]2[C:13](=[N:12][C:11]3[C:20]([N:19]=2)=[C:7]2[CH:6]=[CH:5][CH:4]=[C:3]([O:2][CH3:1])[C:8]2=[CH:9][CH:10]=3)[CH:14]=[CH:15][CH:16]=1)=[O:23])[C@@H:27]([OH:29])[CH3:28])[CH3:34]. The catalyst class is: 66. (8) Reactant: [CH3:1][O:2][C:3]1[CH:8]=[C:7](Br)[CH:6]=[CH:5][C:4]=1[N+:10]([O-:12])=[O:11].O.[CH2:14](O)[CH2:15]C. Product: [CH3:1][O:2][C:3]1[CH:8]=[C:7]([CH:14]=[CH2:15])[CH:6]=[CH:5][C:4]=1[N+:10]([O-:12])=[O:11]. The catalyst class is: 140. (9) Reactant: [Cl:1][C:2]1[C:7]([NH:8][S:9]([N:12]2[CH2:17][CH2:16][O:15][CH2:14][CH2:13]2)(=[O:11])=[O:10])=[CH:6][C:5]([N:18]=C(C2C=CC=CC=2)C2C=CC=CC=2)=[CH:4][N:3]=1.Cl. Product: [NH2:18][C:5]1[CH:6]=[C:7]([NH:8][S:9]([N:12]2[CH2:17][CH2:16][O:15][CH2:14][CH2:13]2)(=[O:11])=[O:10])[C:2]([Cl:1])=[N:3][CH:4]=1. The catalyst class is: 1.